This data is from Full USPTO retrosynthesis dataset with 1.9M reactions from patents (1976-2016). The task is: Predict the reactants needed to synthesize the given product. (1) The reactants are: [F:1][C:2]1[CH:10]=[C:9]([F:11])[CH:8]=[CH:7][C:3]=1[C:4]([OH:6])=[O:5].[CH3:12][C:13](OC(OC(O[C:13]([CH3:15])([CH3:14])[CH3:12])=O)=O)([CH3:15])[CH3:14]. Given the product [C:13]([O:5][C:4](=[O:6])[C:3]1[CH:7]=[CH:8][C:9]([F:11])=[CH:10][C:2]=1[F:1])([CH3:15])([CH3:14])[CH3:12], predict the reactants needed to synthesize it. (2) Given the product [N+:1]1([O-:2])[C:4]2[CH:5]=[C:6]3[CH2:12][CH2:11][CH2:10][CH2:9][CH2:8][C:7]3=[CH:13][C:14]=2[N:15]=[C:17]([NH2:18])[N:16]=1, predict the reactants needed to synthesize it. The reactants are: [N+:1]([C:4]1[C:14]([NH2:15])=[CH:13][C:7]2[CH2:8][CH2:9][CH2:10][CH2:11][CH2:12][C:6]=2[CH:5]=1)([O-])=[O:2].[N:16]#[C:17][NH2:18].[CH]Cl.[OH-].[Na+]. (3) Given the product [Br-:1].[Br-:1].[CH2:2]([N+:15]1[C:24]2[C:19](=[CH:20][CH:21]=[CH:22][CH:23]=2)[CH:18]=[CH:17][CH:16]=1)[CH2:3][CH2:4][CH2:5][CH2:6][CH2:7][CH2:8][CH2:9][CH2:10][CH2:11][CH2:12][CH2:13][N+:15]1[C:24]2[C:19](=[CH:20][CH:21]=[CH:22][CH:23]=2)[CH:18]=[CH:17][CH:16]=1, predict the reactants needed to synthesize it. The reactants are: [Br:1][CH2:2][CH2:3][CH2:4][CH2:5][CH2:6][CH2:7][CH2:8][CH2:9][CH2:10][CH2:11][CH2:12][CH2:13]Br.[N:15]1[C:24]2[C:19](=[CH:20][CH:21]=[CH:22][CH:23]=2)[CH:18]=[CH:17][CH:16]=1. (4) Given the product [ClH:81].[CH3:26][N:27]([CH3:28])[C:2]1[CH:7]=[C:6]([C:8]([F:11])([F:10])[F:9])[C:5]2[CH2:12][O:13][C@@H:14]3[C@H:18]([C:4]=2[CH:3]=1)[CH2:17][NH:16][CH2:15]3, predict the reactants needed to synthesize it. The reactants are: Br[C:2]1[CH:7]=[C:6]([C:8]([F:11])([F:10])[F:9])[C:5]2[CH2:12][O:13][C@@H:14]3[C@H:18]([C:4]=2[CH:3]=1)[CH2:17][N:16](C(OC(C)(C)C)=O)[CH2:15]3.[CH3:26][NH:27][CH3:28].CC(C)([O-])C.[Na+].C1C=CC(P(C2C=CC3C(=CC=CC=3)C=2C2C3C(=CC=CC=3)C=CC=2P(C2C=CC=CC=2)C2C=CC=CC=2)C2C=CC=CC=2)=CC=1.[ClH:81]. (5) Given the product [Cl:3][C:4]1[CH:5]=[CH:6][C:7]([C:10]2[O:11][C:12]3[CH:18]=[CH:17][C:16]([N:19]([CH3:24])[C:20](=[O:23])[CH2:21][CH3:22])=[CH:15][C:13]=3[N:14]=2)=[CH:8][CH:9]=1, predict the reactants needed to synthesize it. The reactants are: [H-].[Na+].[Cl:3][C:4]1[CH:9]=[CH:8][C:7]([C:10]2[O:11][C:12]3[CH:18]=[CH:17][C:16]([NH:19][C:20](=[O:23])[CH2:21][CH3:22])=[CH:15][C:13]=3[N:14]=2)=[CH:6][CH:5]=1.[CH3:24]I.